From a dataset of NCI-60 drug combinations with 297,098 pairs across 59 cell lines. Regression. Given two drug SMILES strings and cell line genomic features, predict the synergy score measuring deviation from expected non-interaction effect. (1) Drug 1: CCCCCOC(=O)NC1=NC(=O)N(C=C1F)C2C(C(C(O2)C)O)O. Drug 2: CC=C1C(=O)NC(C(=O)OC2CC(=O)NC(C(=O)NC(CSSCCC=C2)C(=O)N1)C(C)C)C(C)C. Cell line: A549. Synergy scores: CSS=23.5, Synergy_ZIP=0.934, Synergy_Bliss=0.155, Synergy_Loewe=-61.4, Synergy_HSA=-1.70. (2) Cell line: OVCAR3. Drug 1: CC1OCC2C(O1)C(C(C(O2)OC3C4COC(=O)C4C(C5=CC6=C(C=C35)OCO6)C7=CC(=C(C(=C7)OC)O)OC)O)O. Drug 2: CN(C(=O)NC(C=O)C(C(C(CO)O)O)O)N=O. Synergy scores: CSS=30.7, Synergy_ZIP=-7.16, Synergy_Bliss=1.70, Synergy_Loewe=-49.3, Synergy_HSA=-1.59. (3) Drug 1: C1=CN(C=N1)CC(O)(P(=O)(O)O)P(=O)(O)O. Drug 2: N.N.Cl[Pt+2]Cl. Cell line: M14. Synergy scores: CSS=25.0, Synergy_ZIP=-3.50, Synergy_Bliss=-2.49, Synergy_Loewe=-4.06, Synergy_HSA=-2.96. (4) Drug 1: CS(=O)(=O)C1=CC(=C(C=C1)C(=O)NC2=CC(=C(C=C2)Cl)C3=CC=CC=N3)Cl. Drug 2: CC1CCC2CC(C(=CC=CC=CC(CC(C(=O)C(C(C(=CC(C(=O)CC(OC(=O)C3CCCCN3C(=O)C(=O)C1(O2)O)C(C)CC4CCC(C(C4)OC)O)C)C)O)OC)C)C)C)OC. Cell line: HL-60(TB). Synergy scores: CSS=20.3, Synergy_ZIP=4.00, Synergy_Bliss=6.07, Synergy_Loewe=-15.0, Synergy_HSA=3.49. (5) Drug 1: CN1C(=O)N2C=NC(=C2N=N1)C(=O)N. Drug 2: C(CN)CNCCSP(=O)(O)O. Cell line: SK-MEL-5. Synergy scores: CSS=0.513, Synergy_ZIP=-1.09, Synergy_Bliss=-4.06, Synergy_Loewe=-0.928, Synergy_HSA=-5.44. (6) Synergy scores: CSS=18.4, Synergy_ZIP=-7.79, Synergy_Bliss=-6.18, Synergy_Loewe=-24.0, Synergy_HSA=-4.40. Drug 1: CCC1(CC2CC(C3=C(CCN(C2)C1)C4=CC=CC=C4N3)(C5=C(C=C6C(=C5)C78CCN9C7C(C=CC9)(C(C(C8N6C=O)(C(=O)OC)O)OC(=O)C)CC)OC)C(=O)OC)O.OS(=O)(=O)O. Drug 2: C1=NC2=C(N=C(N=C2N1C3C(C(C(O3)CO)O)O)F)N. Cell line: SNB-19.